From a dataset of Experimentally validated miRNA-target interactions with 360,000+ pairs, plus equal number of negative samples. Binary Classification. Given a miRNA mature sequence and a target amino acid sequence, predict their likelihood of interaction. (1) The miRNA is hsa-miR-1911-3p with sequence CACCAGGCAUUGUGGUCUCC. The protein sequence of the target gene is MMFRDQVGVLAGWFKGWNECEQTVALLSLLKRVSQTQARFLQLCLEHSLADCAELHVLEREANSPGIINQWQQESKDKVISLLLTHLPLLKPGNLDAKVEYMKLLPKILAHSIEHNQHIEESRQLLSYALIHPATSLEDRSALAMWLNHLEDRTSTSFGGQNRGRSDSVDYGQTHYYHQRQNSDDKLNGWQNSRDSGICINASNWQDKSMGCENGHVPLYSSSSVPTTINTIGTSTSTILSGQAHHSPLKRSVSLTPPMNVPNQPLGHGWMSHEDLRARGPQCLPSDHAPLSPQSSVASS.... Result: 1 (interaction). (2) The miRNA is mmu-miR-26a-1-3p with sequence CCUAUUCUUGGUUACUUGCACG. The protein sequence of the target gene is MAAPSWRGARLVQSVLRVWQVGPHVARERVIPFSSLLGFQRRCVSCVAGSAFSGPRLASASRSNGQGSALDHFLGFSQPDSSVTPCVPAVSMNRDEQDVLLVHHPDMPENSRVLRVVLLGAPNAGKSTLSNQLLGRKVFPVSRKVHTTRCQALGVITEKETQVILLDTPGIISPGKQKRHHLELSLLEDPWKSMESADLVVVLVDVSDKWTRNQLSPQLLRCLTKYSQIPSVLVMNKVDCLKQKSVLLELTAALTEGVVNGKKLKMRQAFHSHPGTHCPSPAVKDPNTQSVGNPQRIGWP.... Result: 0 (no interaction). (3) The miRNA is hsa-miR-1276 with sequence UAAAGAGCCCUGUGGAGACA. The protein sequence of the target gene is MVGRLSLQDVPELVDAKKKGDGVLDSPDSGLPPSPSPSHWGLAAGGGGGERAAAPGTLEPDAAAATPAAPSPASLPLAPGCALRLCPLSFGEGVEFDPLPPKEVRYTSLVKYDSERHFIDDVQLPLGLAVASCSQTVTCVPNGTWRNYKAEVRFEPRHRPTRFLSTTIVYPKYPKAVYTTTLDYNCRKTLRRFLSSVELEAAELPGSDDLSDEC. Result: 0 (no interaction).